This data is from Catalyst prediction with 721,799 reactions and 888 catalyst types from USPTO. The task is: Predict which catalyst facilitates the given reaction. (1) Reactant: [F:1][C:2]([F:39])([F:38])[C:3]1[CH:4]=[C:5]([C@H:13]2[O:17][C:16](=[O:18])[N:15]([CH2:19][C:20]3[C:25]([C:26]4[C:27]([CH3:32])=[N:28][O:29][C:30]=4[CH3:31])=[CH:24][N:23]=[C:22](S(C)(=O)=O)[N:21]=3)[C@H:14]2[CH3:37])[CH:6]=[C:7]([C:9]([F:12])([F:11])[F:10])[CH:8]=1.[CH:40]1([NH2:44])[CH2:43][CH2:42]C1. Product: [N:44]1([C:22]2[N:21]=[C:20]([CH2:19][N:15]3[C@@H:14]([CH3:37])[C@@H:13]([C:5]4[CH:4]=[C:3]([C:2]([F:39])([F:38])[F:1])[CH:8]=[C:7]([C:9]([F:12])([F:11])[F:10])[CH:6]=4)[O:17][C:16]3=[O:18])[C:25]([C:26]3[C:27]([CH3:32])=[N:28][O:29][C:30]=3[CH3:31])=[CH:24][N:23]=2)[CH2:40][CH2:43][CH2:42]1. The catalyst class is: 1. (2) Reactant: [CH:1]([N:4]([CH2:12][C:13]1[CH:18]=[CH:17][CH:16]=[C:15]2[N:19]([C:27]3[C:28]4[C@H:35]([CH:36]([CH3:38])[CH3:37])[CH2:34][CH2:33][C:29]=4[N:30]=[CH:31][N:32]=3)[CH2:20][C:21]3([CH2:26][CH2:25][NH:24][CH2:23][CH2:22]3)[C:14]=12)C(=O)OC(C)(C)C)([CH3:3])[CH3:2].[ClH:39]. Product: [ClH:39].[ClH:39].[ClH:39].[CH:36]([C@H:35]1[C:28]2[C:27]([N:19]3[C:15]4[C:14](=[C:13]([CH2:12][NH:4][CH:1]([CH3:3])[CH3:2])[CH:18]=[CH:17][CH:16]=4)[C:21]4([CH2:26][CH2:25][NH:24][CH2:23][CH2:22]4)[CH2:20]3)=[N:32][CH:31]=[N:30][C:29]=2[CH2:33][CH2:34]1)([CH3:38])[CH3:37]. The catalyst class is: 135. (3) Reactant: [OH-].[Na+].[CH:3]1([C:9]2[N:13]3[C:14]4[CH:20]=[CH:19][N:18](S(C5C=CC(C)=CC=5)(=O)=O)[C:15]=4[N:16]=[CH:17][C:12]3=[N:11][CH:10]=2)[CH2:8][CH2:7][CH2:6][CH2:5][CH2:4]1. Product: [CH:3]1([C:9]2[N:13]3[C:14]4[CH:20]=[CH:19][NH:18][C:15]=4[N:16]=[CH:17][C:12]3=[N:11][CH:10]=2)[CH2:4][CH2:5][CH2:6][CH2:7][CH2:8]1. The catalyst class is: 12. (4) Reactant: [NH:1]1[CH2:6][CH2:5][NH:4][CH2:3][C:2]1=[O:7].[Cl:8][C:9]1[CH:14]=[CH:13][C:12]([CH2:15][CH2:16]Cl)=[CH:11][CH:10]=1.C([O-])([O-])=O.[K+].[K+]. Product: [Cl:8][C:9]1[CH:14]=[CH:13][C:12]([CH2:15][CH2:16][N:4]2[CH2:5][CH2:6][NH:1][C:2](=[O:7])[CH2:3]2)=[CH:11][CH:10]=1. The catalyst class is: 16. (5) Reactant: [CH:1]1([NH:4][S:5]([C:8]2[CH:18]=[CH:17][C:16]([F:19])=[CH:15][C:9]=2[CH2:10][NH:11]C(=O)C)(=[O:7])=[O:6])[CH2:3][CH2:2]1.Cl. Product: [NH2:11][CH2:10][C:9]1[CH:15]=[C:16]([F:19])[CH:17]=[CH:18][C:8]=1[S:5]([NH:4][CH:1]1[CH2:2][CH2:3]1)(=[O:6])=[O:7]. The catalyst class is: 8. (6) Reactant: [CH2:1]([CH:3]1[C:7](=[O:8])[N:6]([CH:9]2[CH2:14][CH2:13][N:12](C(OC(C)(C)C)=O)[CH2:11][CH2:10]2)[C:5](=[O:22])[NH:4]1)[CH3:2].Cl.C(OCC)C. Product: [CH2:1]([CH:3]1[NH:4][C:5](=[O:22])[N:6]([CH:9]2[CH2:14][CH2:13][NH:12][CH2:11][CH2:10]2)[C:7]1=[O:8])[CH3:2]. The catalyst class is: 12. (7) Reactant: [Cl:1][C:2]1[C:3]([N:8]2[CH:12]=[CH:11][C:10]([N+:13]([O-:15])=[O:14])=[N:9]2)=[N:4][CH:5]=[CH:6][CH:7]=1.C([N-]C(C)C)(C)C.[Li+].[C:24](=[O:26])=[O:25].[OH-].[Na+]. Product: [Cl:1][C:2]1[C:3]([N:8]2[C:12]([C:24]([OH:26])=[O:25])=[CH:11][C:10]([N+:13]([O-:15])=[O:14])=[N:9]2)=[N:4][CH:5]=[CH:6][CH:7]=1. The catalyst class is: 30.